This data is from Full USPTO retrosynthesis dataset with 1.9M reactions from patents (1976-2016). The task is: Predict the reactants needed to synthesize the given product. (1) Given the product [CH2:7]1[N:12]2[C:13]3[CH:19]=[CH:18][C:17]([CH2:20][OH:21])=[CH:16][C:14]=3[N:15]=[C:11]2[CH2:10][CH2:9][CH2:8]1, predict the reactants needed to synthesize it. The reactants are: [H-].[Al+3].[Li+].[H-].[H-].[H-].[CH2:7]1[N:12]2[C:13]3[CH:19]=[CH:18][C:17]([C:20](OCC)=[O:21])=[CH:16][C:14]=3[N:15]=[C:11]2[CH2:10][CH2:9][CH2:8]1.C(=O)(O)[O-].[Na+].C(OCC)(=O)C. (2) Given the product [C:1]([O:7][CH2:8][N:9]1[C:13]2[N:14]=[CH:15][N:16]=[C:17]([C:18]3[CH:19]=[N:20][N:21]([C@@H:23]([CH:28]4[CH2:32][CH2:31][CH2:30][CH2:29]4)[CH2:24][C:25]#[N:27])[CH:22]=3)[C:12]=2[CH:11]=[CH:10]1)(=[O:6])[C:2]([CH3:4])([CH3:5])[CH3:3], predict the reactants needed to synthesize it. The reactants are: [C:1]([O:7][CH2:8][N:9]1[C:13]2[N:14]=[CH:15][N:16]=[C:17]([C:18]3[CH:19]=[N:20][N:21]([C@@H:23]([CH:28]4[CH2:32][CH2:31][CH2:30][CH2:29]4)[CH2:24][C:25]([NH2:27])=O)[CH:22]=3)[C:12]=2[CH:11]=[CH:10]1)(=[O:6])[C:2]([CH3:5])([CH3:4])[CH3:3].CN(C)C=O.C(N(CC)CC)C.ClC(Cl)(Cl)C(Cl)=O. (3) The reactants are: [C:1]([C:3]1[S:7][C:6]([NH:8][C:9]2[N:14]=[C:13]([N:15]3[CH2:19][CH2:18][CH2:17][CH:16]3[C:20]3[CH:25]=[CH:24][C:23]([CH3:26])=[CH:22][CH:21]=3)[N:12]=[C:11]([C:27]([O:29]C)=[O:28])[CH:10]=2)=[N:5][CH:4]=1)#[N:2].[OH-].[Na+]. Given the product [C:1]([C:3]1[S:7][C:6]([NH:8][C:9]2[N:14]=[C:13]([N:15]3[CH2:19][CH2:18][CH2:17][CH:16]3[C:20]3[CH:25]=[CH:24][C:23]([CH3:26])=[CH:22][CH:21]=3)[N:12]=[C:11]([C:27]([OH:29])=[O:28])[CH:10]=2)=[N:5][CH:4]=1)#[N:2], predict the reactants needed to synthesize it. (4) Given the product [OH:13][C:11]1[C:6]([O:5][CH3:4])=[C:7]([OH:8])[N:21]=[CH:19][N:20]=1, predict the reactants needed to synthesize it. The reactants are: C[O-].[Na+].[CH3:4][O:5][CH:6]([C:11]([O:13]C)=O)[C:7](OC)=[O:8].C(O)(=O)C.[CH:19]([NH2:21])=[NH:20].Cl.